Dataset: Reaction yield outcomes from USPTO patents with 853,638 reactions. Task: Predict the reaction yield, written as a fraction of the theoretical maximum amount of product (1.0 means a 100% yield; for example, 0.34 means a 34% yield). The reactants are Cl.[Cl:2][C:3]1[CH:8]=[CH:7][C:6]([C:9]2[N:10]=[C:11]([CH2:14][C:15]3(C(OC)=O)[CH2:19][CH2:18][CH2:17][C:16]3=[O:20])[S:12][CH:13]=2)=[CH:5][CH:4]=1. The catalyst is C(O)(=O)C. The product is [Cl:2][C:3]1[CH:4]=[CH:5][C:6]([C:9]2[N:10]=[C:11]([CH2:14][CH:15]3[CH2:19][CH2:18][CH2:17][C:16]3=[O:20])[S:12][CH:13]=2)=[CH:7][CH:8]=1. The yield is 0.491.